This data is from Forward reaction prediction with 1.9M reactions from USPTO patents (1976-2016). The task is: Predict the product of the given reaction. (1) Given the reactants CC(C)([O-])C.[K+].CCO[CH:10]([O:19]CC)[C:11]1[CH:16]=[CH:15][C:14]([CH:17]=O)=[CH:13][CH:12]=1.[Br-].[C:23]1([N:29]([C:50]2[CH:55]=[CH:54][CH:53]=[CH:52][CH:51]=2)[C:30]2[CH:49]=[CH:48][C:33]([CH2:34][P+](CCCC)(CCCC)CCCC)=[CH:32][CH:31]=2)[CH:28]=[CH:27][CH:26]=[CH:25][CH:24]=1.Cl, predict the reaction product. The product is: [C:50]1([N:29]([C:23]2[CH:24]=[CH:25][CH:26]=[CH:27][CH:28]=2)[C:30]2[CH:49]=[CH:48][C:33]([CH:34]=[CH:17][C:14]3[CH:13]=[CH:12][C:11]([CH:10]=[O:19])=[CH:16][CH:15]=3)=[CH:32][CH:31]=2)[CH:51]=[CH:52][CH:53]=[CH:54][CH:55]=1. (2) The product is: [CH2:43]([O:50][C:21]([NH:17][C:5]12[CH2:11][C:8]([C:12]([OH:14])=[O:13])([CH2:7][CH2:6]1)[CH2:9][CH2:10]2)=[O:30])[C:44]1[CH:49]=[CH:48][CH:47]=[CH:46][CH:45]=1. Given the reactants COC([C:5]12[CH2:11][C:8]([C:12]([OH:14])=[O:13])([CH2:9][CH2:10]1)[CH2:7][CH2:6]2)=O.CC[N:17]([CH:21](C)C)C(C)C.C1C=CC([O:30]P(OC2C=CC=CC=2)(N=[N+]=[N-])=O)=CC=1.[CH2:43]([OH:50])[C:44]1[CH:49]=[CH:48][CH:47]=[CH:46][CH:45]=1, predict the reaction product. (3) The product is: [CH3:28][O:27][C:25](=[O:26])[CH2:24][O:22][C:16]1[CH:15]=[C:14]2[C:19]([C:10]([NH:9][C:4]3[CH:5]=[CH:6][C:7]([Cl:8])=[C:2]([Cl:1])[CH:3]=3)=[N:11][CH:12]=[N:13]2)=[CH:18][C:17]=1[O:20][CH3:21]. Given the reactants [Cl:1][C:2]1[CH:3]=[C:4]([NH:9][C:10]2[C:19]3[C:14](=[CH:15][C:16]([OH:22])=[C:17]([O:20][CH3:21])[CH:18]=3)[N:13]=[CH:12][N:11]=2)[CH:5]=[CH:6][C:7]=1[Cl:8].Br[CH2:24][C:25]([O:27][CH3:28])=[O:26].C(=O)([O-])[O-].[K+].[K+], predict the reaction product. (4) Given the reactants [CH3:1][O:2][CH2:3][O:4][C:5]1[CH:10]=[C:9]([CH3:11])[C:8]([C:12]2[CH:17]=[CH:16][CH:15]=[C:14]([CH2:18][O:19][C:20]3[CH:21]=[CH:22][C:23]4[C:24](=O)[C:25]5[C:30]([C:31]=4[CH:32]=3)=[CH:29][CH:28]=[CH:27][CH:26]=5)[C:13]=2[CH3:34])=[C:7]([CH3:35])[CH:6]=1.Br[CH2:37][C:38]([O:40][CH2:41][CH3:42])=[O:39].Cl, predict the reaction product. The product is: [CH3:1][O:2][CH2:3][O:4][C:5]1[CH:6]=[C:7]([CH3:35])[C:8]([C:12]2[CH:17]=[CH:16][CH:15]=[C:14]([CH2:18][O:19][C:20]3[CH:21]=[CH:22][C:23]4[C:24](=[CH:37][C:38]([O:40][CH2:41][CH3:42])=[O:39])[C:25]5[C:30]([C:31]=4[CH:32]=3)=[CH:29][CH:28]=[CH:27][CH:26]=5)[C:13]=2[CH3:34])=[C:9]([CH3:11])[CH:10]=1. (5) Given the reactants Cl[C:2]1C=CC=C(C(OO)=O)C=1.[C:12]([O:15][C:16]1[CH:21]=[CH:20][C:19]([C:22](=[O:31])[NH:23][C:24]2[S:25][CH:26]=[C:27](SC)[N:28]=2)=[CH:18][CH:17]=1)(=[O:14])[CH3:13].[S:32]([O-:36])([O-])(=[O:34])=S.[Na+].[Na+], predict the reaction product. The product is: [C:12]([O:15][C:16]1[CH:21]=[CH:20][C:19]([C:22](=[O:31])[NH:23][C:24]2[S:25][CH:26]=[C:27]([S:32]([CH3:2])(=[O:36])=[O:34])[N:28]=2)=[CH:18][CH:17]=1)(=[O:14])[CH3:13]. (6) Given the reactants Cl.[CH2:2]1[C:11]2[CH:10]=[CH:9][CH:8]=[C:7]([OH:12])[C:6]=2[CH2:5][CH2:4][NH:3]1.[C:13](O[C:13]([O:15][C:16]([CH3:19])([CH3:18])[CH3:17])=[O:14])([O:15][C:16]([CH3:19])([CH3:18])[CH3:17])=[O:14].[OH-].[Na+], predict the reaction product. The product is: [OH:12][C:7]1[CH:8]=[CH:9][CH:10]=[C:11]2[C:6]=1[CH2:5][CH2:4][N:3]([C:13]([O:15][C:16]([CH3:19])([CH3:18])[CH3:17])=[O:14])[CH2:2]2.